Dataset: NCI-60 drug combinations with 297,098 pairs across 59 cell lines. Task: Regression. Given two drug SMILES strings and cell line genomic features, predict the synergy score measuring deviation from expected non-interaction effect. (1) Drug 1: CC1C(C(CC(O1)OC2CC(CC3=C2C(=C4C(=C3O)C(=O)C5=C(C4=O)C(=CC=C5)OC)O)(C(=O)C)O)N)O.Cl. Drug 2: CC1CCC2CC(C(=CC=CC=CC(CC(C(=O)C(C(C(=CC(C(=O)CC(OC(=O)C3CCCCN3C(=O)C(=O)C1(O2)O)C(C)CC4CCC(C(C4)OC)O)C)C)O)OC)C)C)C)OC. Cell line: A549. Synergy scores: CSS=30.5, Synergy_ZIP=-8.81, Synergy_Bliss=-9.64, Synergy_Loewe=-7.12, Synergy_HSA=-4.29. (2) Drug 1: C1=NC2=C(N=C(N=C2N1C3C(C(C(O3)CO)O)O)F)N. Drug 2: C1=CC=C(C(=C1)C(C2=CC=C(C=C2)Cl)C(Cl)Cl)Cl. Cell line: CCRF-CEM. Synergy scores: CSS=69.4, Synergy_ZIP=5.28, Synergy_Bliss=2.87, Synergy_Loewe=-28.5, Synergy_HSA=1.68. (3) Drug 1: CC(CN1CC(=O)NC(=O)C1)N2CC(=O)NC(=O)C2. Drug 2: CCN(CC)CCCC(C)NC1=C2C=C(C=CC2=NC3=C1C=CC(=C3)Cl)OC. Cell line: IGROV1. Synergy scores: CSS=22.9, Synergy_ZIP=-1.67, Synergy_Bliss=2.95, Synergy_Loewe=1.50, Synergy_HSA=1.96. (4) Drug 2: COC1=CC(=CC(=C1O)OC)C2C3C(COC3=O)C(C4=CC5=C(C=C24)OCO5)OC6C(C(C7C(O6)COC(O7)C8=CC=CS8)O)O. Drug 1: CN1CCC(CC1)COC2=C(C=C3C(=C2)N=CN=C3NC4=C(C=C(C=C4)Br)F)OC. Cell line: A498. Synergy scores: CSS=39.4, Synergy_ZIP=1.55, Synergy_Bliss=3.86, Synergy_Loewe=7.29, Synergy_HSA=8.96. (5) Drug 1: CCC1(CC2CC(C3=C(CCN(C2)C1)C4=CC=CC=C4N3)(C5=C(C=C6C(=C5)C78CCN9C7C(C=CC9)(C(C(C8N6C=O)(C(=O)OC)O)OC(=O)C)CC)OC)C(=O)OC)O.OS(=O)(=O)O. Drug 2: CC1=C(C=C(C=C1)NC(=O)C2=CC=C(C=C2)CN3CCN(CC3)C)NC4=NC=CC(=N4)C5=CN=CC=C5. Cell line: HL-60(TB). Synergy scores: CSS=60.0, Synergy_ZIP=-1.28, Synergy_Bliss=-1.51, Synergy_Loewe=-54.5, Synergy_HSA=-3.52. (6) Drug 1: CNC(=O)C1=CC=CC=C1SC2=CC3=C(C=C2)C(=NN3)C=CC4=CC=CC=N4. Drug 2: CC1=C(C=C(C=C1)NC(=O)C2=CC=C(C=C2)CN3CCN(CC3)C)NC4=NC=CC(=N4)C5=CN=CC=C5. Cell line: HL-60(TB). Synergy scores: CSS=-6.75, Synergy_ZIP=0.282, Synergy_Bliss=-10.7, Synergy_Loewe=-23.3, Synergy_HSA=-17.5. (7) Drug 1: C(=O)(N)NO. Drug 2: CS(=O)(=O)OCCCCOS(=O)(=O)C. Cell line: HL-60(TB). Synergy scores: CSS=51.8, Synergy_ZIP=-0.380, Synergy_Bliss=2.96, Synergy_Loewe=8.27, Synergy_HSA=8.55.